From a dataset of CYP1A2 inhibition data for predicting drug metabolism from PubChem BioAssay. Regression/Classification. Given a drug SMILES string, predict its absorption, distribution, metabolism, or excretion properties. Task type varies by dataset: regression for continuous measurements (e.g., permeability, clearance, half-life) or binary classification for categorical outcomes (e.g., BBB penetration, CYP inhibition). Dataset: cyp1a2_veith. (1) The molecule is Cc1ccc(NC(=O)N/C=C/c2ccc(Cl)cc2)cc1. The result is 0 (non-inhibitor). (2) The drug is Cl.O=C(CNCCO)N1CCc2ccccc21. The result is 0 (non-inhibitor). (3) The molecule is COC(=O)Nc1nc2ccc(C(=O)c3ccccc3)cc2[nH]1. The result is 1 (inhibitor). (4) The drug is CCOC(=O)c1c(-c2ccccc2)csc1NC(=O)c1cccc(N2C(=O)CCC2=O)c1. The result is 1 (inhibitor). (5) The compound is CCNC(=O)CSc1nnc(C2CC2)n1-c1ccccc1. The result is 0 (non-inhibitor). (6) The drug is O=C(CC(=O)NN=C1CCCC1)NCCc1ccccc1. The result is 0 (non-inhibitor). (7) The result is 1 (inhibitor). The drug is CSc1nc2ccccc2cc1/C=C(\C#N)c1cccc(Cl)c1.